Predict the reaction yield, written as a fraction of the theoretical maximum amount of product (1.0 means a 100% yield; for example, 0.34 means a 34% yield). From a dataset of Reaction yield outcomes from USPTO patents with 853,638 reactions. The reactants are [CH3:1][C:2]1[C:6]([CH2:7][N:8]2[CH:12]=[C:11]([N:13]3[C:17](=[O:18])[C:16]([CH3:20])([CH3:19])[NH:15][C:14]3=[O:21])[CH:10]=[N:9]2)=[C:5]([CH3:22])[O:4][N:3]=1.Br[CH2:24][C:25]1[CH:30]=[CH:29][C:28]([O:31][CH3:32])=[CH:27][CH:26]=1. No catalyst specified. The product is [CH3:1][C:2]1[C:6]([CH2:7][N:8]2[CH:12]=[C:11]([N:13]3[C:17](=[O:18])[C:16]([CH3:19])([CH3:20])[N:15]([CH2:24][C:25]4[CH:30]=[CH:29][C:28]([O:31][CH3:32])=[CH:27][CH:26]=4)[C:14]3=[O:21])[CH:10]=[N:9]2)=[C:5]([CH3:22])[O:4][N:3]=1. The yield is 0.350.